From a dataset of Forward reaction prediction with 1.9M reactions from USPTO patents (1976-2016). Predict the product of the given reaction. (1) Given the reactants [CH3:1][O:2][C:3]([C:5]1[N:10]=[C:9]([Cl:11])[N:8]=[C:7](Cl)[C:6]=1[Cl:13])=[O:4].[CH2:14]([NH2:17])[CH:15]=[CH2:16].C(N(CC)CC)C.O, predict the reaction product. The product is: [Cl:11][C:9]1[N:8]=[C:7]([NH:17][CH2:14][CH:15]=[CH2:16])[C:6]([Cl:13])=[C:5]([C:3]([O:2][CH3:1])=[O:4])[N:10]=1. (2) Given the reactants [Cl:1][C:2]1[CH:9]=[C:8]([N:10]([CH2:16][C:17]2[CH:22]=[CH:21][CH:20]=[CH:19][C:18]=2[CH3:23])[C@H:11]2[CH2:15][CH2:14][NH:13][CH2:12]2)[CH:7]=[CH:6][C:3]=1[C:4]#[N:5].[CH3:24][O:25][C:26]1[CH:33]=[CH:32][C:29]([CH:30]=O)=[CH:28][CH:27]=1, predict the reaction product. The product is: [Cl:1][C:2]1[CH:9]=[C:8]([N:10]([C@H:11]2[CH2:15][CH2:14][N:13]([CH2:30][C:29]3[CH:32]=[CH:33][C:26]([O:25][CH3:24])=[CH:27][CH:28]=3)[CH2:12]2)[CH2:16][C:17]2[CH:22]=[CH:21][CH:20]=[CH:19][C:18]=2[CH3:23])[CH:7]=[CH:6][C:3]=1[C:4]#[N:5]. (3) Given the reactants [CH2:1]([C:3]1([CH2:21][CH3:22])[CH2:8][CH2:7][CH:6]([C:9]2[CH:14]=[CH:13][CH:12]=[CH:11][C:10]=2[N:15]2[CH2:20][CH2:19][NH:18][CH2:17][CH2:16]2)[CH2:5][CH2:4]1)[CH3:2].C(N(CC)CC)C.[C:30](Cl)(=[O:34])[CH2:31][CH2:32][CH3:33].C(=O)([O-])O.[Na+], predict the reaction product. The product is: [CH2:21]([C:3]1([CH2:1][CH3:2])[CH2:8][CH2:7][CH:6]([C:9]2[CH:14]=[CH:13][CH:12]=[CH:11][C:10]=2[N:15]2[CH2:16][CH2:17][N:18]([C:30](=[O:34])[CH2:31][CH2:32][CH3:33])[CH2:19][CH2:20]2)[CH2:5][CH2:4]1)[CH3:22]. (4) Given the reactants [S-2].[Na+].[Na+].[NH2:4][C:5]1[C:10]([C:11]#[N:12])=[C:9]([C:13]2[CH:18]=[CH:17][C:16]([O:19][CH2:20][CH2:21][N:22]([CH3:24])[CH3:23])=[CH:15][CH:14]=2)[C:8]([C:25]#[N:26])=[C:7]([S:27]CC2C=CC=CC=2)[N:6]=1.Cl.O, predict the reaction product. The product is: [NH2:4][C:5]1[C:10]([C:11]#[N:12])=[C:9]([C:13]2[CH:14]=[CH:15][C:16]([O:19][CH2:20][CH2:21][N:22]([CH3:24])[CH3:23])=[CH:17][CH:18]=2)[C:8]([C:25]#[N:26])=[C:7]([SH:27])[N:6]=1.